This data is from Catalyst prediction with 721,799 reactions and 888 catalyst types from USPTO. The task is: Predict which catalyst facilitates the given reaction. (1) Reactant: [Br:1][C:2]1[C:11](F)=[C:10]2[C:5]([C:6]([N:13]3[CH2:18][CH2:17][N:16]([C:19]([O:21][C:22]([CH3:25])([CH3:24])[CH3:23])=[O:20])[CH2:15][CH2:14]3)=[N:7][CH:8]=[N:9]2)=[CH:4][C:3]=1[Cl:26].[CH3:27][O:28][Na]. Product: [C:22]([O:21][C:19]([N:16]1[CH2:17][CH2:18][N:13]([C:6]2[C:5]3[C:10](=[C:11]([O:28][CH3:27])[C:2]([Br:1])=[C:3]([Cl:26])[CH:4]=3)[N:9]=[CH:8][N:7]=2)[CH2:14][CH2:15]1)=[O:20])([CH3:25])([CH3:24])[CH3:23]. The catalyst class is: 1. (2) Reactant: [C:1]([O:5][C:6]([N:8]1[CH2:13][CH2:12][CH:11]([N:14]([C:18]([C:20]2[CH:21]=[N:22][C:23](Cl)=[N:24][CH:25]=2)=[O:19])[CH:15]2[CH2:17][CH2:16]2)[CH2:10][CH2:9]1)=[O:7])([CH3:4])([CH3:3])[CH3:2].C(N(C(C)C)C(C)C)C.[NH:36]1[CH:40]=[CH:39][N:38]=[CH:37]1.O. Product: [C:1]([O:5][C:6]([N:8]1[CH2:13][CH2:12][CH:11]([N:14]([CH:15]2[CH2:17][CH2:16]2)[C:18]([C:20]2[CH:21]=[N:22][C:23]([N:36]3[CH:40]=[CH:39][N:38]=[CH:37]3)=[N:24][CH:25]=2)=[O:19])[CH2:10][CH2:9]1)=[O:7])([CH3:4])([CH3:3])[CH3:2]. The catalyst class is: 60. (3) Reactant: II.C1C=CC(P(C2C=CC=CC=2)C2C=CC=CC=2)=CC=1.C(N(CC)CC)C.[CH2:29]([O:36][C:37]([N:39]1[CH2:44][CH2:43][CH2:42][CH2:41][C@H:40]1[C:45]([NH:47][NH:48][C:49](=O)[CH2:50][C:51]1[CH:56]=[CH:55][CH:54]=[CH:53][CH:52]=1)=[O:46])=[O:38])[C:30]1[CH:35]=[CH:34][CH:33]=[CH:32][CH:31]=1. Product: [CH2:29]([O:36][C:37]([N:39]1[CH2:44][CH2:43][CH2:42][CH2:41][C@H:40]1[C:45]1[O:46][C:49]([CH2:50][C:51]2[CH:52]=[CH:53][CH:54]=[CH:55][CH:56]=2)=[N:48][N:47]=1)=[O:38])[C:30]1[CH:35]=[CH:34][CH:33]=[CH:32][CH:31]=1. The catalyst class is: 2. (4) Reactant: FC(F)(F)C([NH:5][C:6]1[CH:7]=[N:8][C:9]([S:18](=[O:31])(=[O:30])[NH:19][C:20]2[CH:21]=[CH:22][C:23]3[CH2:27][O:26][B:25]([OH:28])[C:24]=3[CH:29]=2)=[C:10]([C:12]2[N:16]=[C:15]([CH3:17])[O:14][N:13]=2)[CH:11]=1)=O.C(=O)([O-])[O-].[K+].[K+].CC(O)=O. Product: [NH2:5][C:6]1[CH:11]=[C:10]([C:12]2[N:16]=[C:15]([CH3:17])[O:14][N:13]=2)[C:9]([S:18]([NH:19][C:20]2[CH:21]=[CH:22][C:23]3[CH2:27][O:26][B:25]([OH:28])[C:24]=3[CH:29]=2)(=[O:31])=[O:30])=[N:8][CH:7]=1. The catalyst class is: 24. (5) Reactant: [CH3:1][O:2][C:3](=[O:16])/[CH:4]=[CH:5]/[C:6]1[C:14]2[C:9](=[CH:10][CH:11]=[C:12]([F:15])[CH:13]=2)[NH:8][CH:7]=1. Product: [CH3:1][O:2][C:3](=[O:16])[CH2:4][CH2:5][C:6]1[C:14]2[C:9](=[CH:10][CH:11]=[C:12]([F:15])[CH:13]=2)[NH:8][CH:7]=1. The catalyst class is: 19. (6) Reactant: [CH3:1][C:2]1[S:6][C:5]([CH:7]=O)=[N:4][N:3]=1.[CH2:9]([NH2:11])[CH3:10]. The catalyst class is: 1. Product: [CH2:9]([NH:11][CH2:7][C:5]1[S:6][C:2]([CH3:1])=[N:3][N:4]=1)[CH3:10]. (7) Reactant: Br[C:2]1[CH:3]=[C:4]2[C:30](=[CH:31][CH:32]=1)[O:29][C:7]1([CH2:12][CH2:11][N:10]([C:13]([C:15]3[CH:24]=[C:23]([O:25][CH3:26])[C:22]4[C:17](=[C:18]([O:27][CH3:28])[CH:19]=[CH:20][CH:21]=4)[N:16]=3)=[O:14])[CH2:9][CH2:8]1)[CH2:6][C:5]2=[O:33].[NH2:34][C:35]1[N:39]([CH3:40])[N:38]=[CH:37][CH:36]=1.C(P(C(C)(C)C)C1C=CC=CC=1C1C=CC=CC=1)(C)(C)C.C(=O)([O-])[O-].[Cs+].[Cs+]. Product: [CH3:26][O:25][C:23]1[C:22]2[C:17](=[C:18]([O:27][CH3:28])[CH:19]=[CH:20][CH:21]=2)[N:16]=[C:15]([C:13]([N:10]2[CH2:11][CH2:12][C:7]3([CH2:6][C:5](=[O:33])[C:4]4[C:30](=[CH:31][CH:32]=[C:2]([NH:34][C:35]5[N:39]([CH3:40])[N:38]=[CH:37][CH:36]=5)[CH:3]=4)[O:29]3)[CH2:8][CH2:9]2)=[O:14])[CH:24]=1. The catalyst class is: 160. (8) Reactant: [NH2:1][C:2]1[C:10]([Cl:11])=[N:9][CH:8]=[CH:7][C:3]=1[C:4]([NH2:6])=[O:5].C([O-])([O-])=O.[K+].[K+].Cl.[C:19](Cl)(=[O:26])[C:20]1[CH:25]=[CH:24][N:23]=[CH:22][CH:21]=1. Product: [Cl:11][C:10]1[C:2]([NH:1][C:19]([C:20]2[CH:25]=[CH:24][N:23]=[CH:22][CH:21]=2)=[O:26])=[C:3]([CH:7]=[CH:8][N:9]=1)[C:4]([NH2:6])=[O:5]. The catalyst class is: 28.